From a dataset of Full USPTO retrosynthesis dataset with 1.9M reactions from patents (1976-2016). Predict the reactants needed to synthesize the given product. (1) Given the product [F:36][C:37]([F:42])([F:41])[C:38]([OH:40])=[O:39].[CH:1]1([CH2:7][CH2:8][CH2:9][C@@H:10]([C:19]2[O:23][N:22]=[C:21]([C:24]([N:26]3[CH2:35][CH2:34][C:33]4[N:32]=[CH:31][CH:30]=[CH:29][C:28]=4[CH2:27]3)=[O:25])[N:20]=2)[CH2:11][C:12]([OH:14])=[O:13])[CH2:2][CH2:3][CH2:4][CH2:5][CH2:6]1, predict the reactants needed to synthesize it. The reactants are: [CH:1]1([CH2:7][CH2:8][CH2:9][C@@H:10]([C:19]2[O:23][N:22]=[C:21]([C:24]([N:26]3[CH2:35][CH2:34][C:33]4[N:32]=[CH:31][CH:30]=[CH:29][C:28]=4[CH2:27]3)=[O:25])[N:20]=2)[CH2:11][C:12]([O:14]C(C)(C)C)=[O:13])[CH2:6][CH2:5][CH2:4][CH2:3][CH2:2]1.[F:36][C:37]([F:42])([F:41])[C:38]([OH:40])=[O:39]. (2) Given the product [ClH:8].[ClH:1].[Cl:8][C:9]1[CH:10]=[CH:11][C:12]([CH:15]2[CH2:20][NH:19][CH2:18][C:17]([CH3:29])([CH3:28])[NH:16]2)=[CH:13][CH:14]=1, predict the reactants needed to synthesize it. The reactants are: [ClH:1].C(OCC)(=O)C.[Cl:8][C:9]1[CH:14]=[CH:13][C:12]([CH:15]2[CH2:20][N:19](C(OC(C)(C)C)=O)[CH2:18][C:17]([CH3:29])([CH3:28])[NH:16]2)=[CH:11][CH:10]=1.